This data is from NCI-60 drug combinations with 297,098 pairs across 59 cell lines. The task is: Regression. Given two drug SMILES strings and cell line genomic features, predict the synergy score measuring deviation from expected non-interaction effect. (1) Drug 1: CC1=C2C(C(=O)C3(C(CC4C(C3C(C(C2(C)C)(CC1OC(=O)C(C(C5=CC=CC=C5)NC(=O)OC(C)(C)C)O)O)OC(=O)C6=CC=CC=C6)(CO4)OC(=O)C)OC)C)OC. Drug 2: CC1=C(C=C(C=C1)C(=O)NC2=CC(=CC(=C2)C(F)(F)F)N3C=C(N=C3)C)NC4=NC=CC(=N4)C5=CN=CC=C5. Cell line: NCIH23. Synergy scores: CSS=59.8, Synergy_ZIP=16.7, Synergy_Bliss=19.2, Synergy_Loewe=-19.2, Synergy_HSA=18.4. (2) Drug 1: CC1C(C(CC(O1)OC2CC(CC3=C2C(=C4C(=C3O)C(=O)C5=C(C4=O)C(=CC=C5)OC)O)(C(=O)CO)O)N)O.Cl. Drug 2: CC12CCC3C(C1CCC2O)C(CC4=C3C=CC(=C4)O)CCCCCCCCCS(=O)CCCC(C(F)(F)F)(F)F. Cell line: SF-295. Synergy scores: CSS=22.9, Synergy_ZIP=0.884, Synergy_Bliss=1.39, Synergy_Loewe=-11.0, Synergy_HSA=0.00222. (3) Drug 1: CN1CCC(CC1)COC2=C(C=C3C(=C2)N=CN=C3NC4=C(C=C(C=C4)Br)F)OC. Drug 2: C1=CC(=CC=C1C#N)C(C2=CC=C(C=C2)C#N)N3C=NC=N3. Cell line: SK-OV-3. Synergy scores: CSS=9.22, Synergy_ZIP=-7.23, Synergy_Bliss=-0.451, Synergy_Loewe=-12.6, Synergy_HSA=-0.854. (4) Drug 1: C1CN(P(=O)(OC1)NCCCl)CCCl. Drug 2: C(CN)CNCCSP(=O)(O)O. Cell line: RXF 393. Synergy scores: CSS=2.93, Synergy_ZIP=-1.19, Synergy_Bliss=2.25, Synergy_Loewe=2.19, Synergy_HSA=2.59.